Dataset: Reaction yield outcomes from USPTO patents with 853,638 reactions. Task: Predict the reaction yield, written as a fraction of the theoretical maximum amount of product (1.0 means a 100% yield; for example, 0.34 means a 34% yield). (1) The reactants are Br[C:2]1[CH:7]=[CH:6][CH:5]=[CH:4][C:3]=1[NH:8][C:9](=[O:19])[O:10][CH:11]1[CH:16]2[CH2:17][CH2:18][N:13]([CH2:14][CH2:15]2)[CH2:12]1.[CH2:20]([C:22]1[CH:23]=[C:24](B(O)O)[CH:25]=[CH:26][CH:27]=1)[CH3:21]. No catalyst specified. The product is [CH2:20]([C:22]1[CH:27]=[C:26]([C:2]2[CH:7]=[CH:6][CH:5]=[CH:4][C:3]=2[NH:8][C:9](=[O:19])[O:10][CH:11]2[CH:16]3[CH2:17][CH2:18][N:13]([CH2:14][CH2:15]3)[CH2:12]2)[CH:25]=[CH:24][CH:23]=1)[CH3:21]. The yield is 0.860. (2) The reactants are [C:1]([N:4]1[CH2:9][CH2:8][CH:7](C(O)=O)[CH2:6][CH2:5]1)(=[O:3])[CH3:2].[I:13]N1C(C)(C)C(=O)N(C)C1=O. The catalyst is C(Cl)Cl. The product is [C:1]([N:4]1[CH2:9][CH2:8][CH:7]([I:13])[CH2:6][CH2:5]1)(=[O:3])[CH3:2]. The yield is 0.460.